Dataset: Catalyst prediction with 721,799 reactions and 888 catalyst types from USPTO. Task: Predict which catalyst facilitates the given reaction. (1) Reactant: Br[C:2]1[S:6][C:5]2[CH2:7][CH2:8][CH2:9][CH2:10][C:4]=2[C:3]=1[C:11]([NH:13][C:14]1[CH:19]=[CH:18][CH:17]=[CH:16][C:15]=1[OH:20])=[O:12].C(=O)([O-])[O-].[K+].[K+].O. Product: [CH2:10]1[C:4]2[C:3]3[C:11](=[O:12])[NH:13][C:14]4[CH:19]=[CH:18][CH:17]=[CH:16][C:15]=4[O:20][C:2]=3[S:6][C:5]=2[CH2:7][CH2:8][CH2:9]1. The catalyst class is: 16. (2) Reactant: [NH2:1][C:2]1[CH:3]=[C:4]([CH:19]=[CH:20][C:21]=1[NH2:22])[O:5][CH:6]1[CH2:11][CH2:10][N:9]([C:12]([O:14][C:15]([CH3:18])([CH3:17])[CH3:16])=[O:13])[CH2:8][CH2:7]1.O.[N:24]#[C:25][Br:26]. Product: [BrH:26].[NH2:24][C:25]1[NH:22][C:21]2[CH:20]=[CH:19][C:4]([O:5][CH:6]3[CH2:7][CH2:8][N:9]([C:12]([O:14][C:15]([CH3:16])([CH3:17])[CH3:18])=[O:13])[CH2:10][CH2:11]3)=[CH:3][C:2]=2[N:1]=1. The catalyst class is: 10. (3) Reactant: [NH2:1][CH2:2][CH2:3][O:4][C:5]1[C:10]([Br:11])=[CH:9][CH:8]=[CH:7][C:6]=1/[CH:12]=[CH:13]/[C:14]([O:16][CH2:17][CH3:18])=[O:15].N12CCCN=C1CCCCC2. Product: [Br:11][C:10]1[C:5]2[O:4][CH2:3][CH2:2][NH:1][CH:12]([CH2:13][C:14]([O:16][CH2:17][CH3:18])=[O:15])[C:6]=2[CH:7]=[CH:8][CH:9]=1. The catalyst class is: 7. (4) Reactant: C1(C2N=CC([NH:28][C:29]([C:31]3[CH:39]=C(N4CCCCC4)[CH:37]=[CH:33][C:32]=3[NH:28][C:29]([C:31]3[CH:32]=[C:33]([CH:37]=C[CH:39]=3)C(O)=O)=[O:30])=[O:30])=CN=2)C=CC=CC=1.CNCC[O:44][CH2:45][CH2:46][O:47][CH2:48][CH2:49][O:50][CH2:51][CH2:52][C:53]([O:55][C:56]([CH3:59])([CH3:58])[CH3:57])=[O:54].CN(C([O:67]N1N=NC2C=CC=NC1=2)=[N+](C)C)C.F[P-](F)(F)(F)(F)F.[CH:84]([N:87]([CH2:91][CH3:92])[CH:88]([CH3:90])C)(C)C. Product: [C:29]([C:31]1[CH:39]=[C:90]([CH:37]=[CH:33][CH:32]=1)[C:88]([N:87]([CH2:91][CH2:92][O:44][CH2:45][CH2:46][O:47][CH2:48][CH2:49][O:50][CH2:51][CH2:52][C:53]([O:55][C:56]([CH3:59])([CH3:58])[CH3:57])=[O:54])[CH3:84])=[O:67])(=[O:30])[NH2:28]. The catalyst class is: 35. (5) Reactant: CC(C)([O-])C.[K+].[C:7]([C:9]1[C:10]([NH2:26])=[N:11][C:12]([C:21]2[O:22][CH:23]=[CH:24][CH:25]=2)=[C:13]([C:15]2[CH:20]=[CH:19][N:18]=[CH:17][CH:16]=2)[N:14]=1)#[CH:8]. Product: [O:22]1[CH:23]=[CH:24][CH:25]=[C:21]1[C:12]1[N:11]=[C:10]2[NH:26][CH:8]=[CH:7][C:9]2=[N:14][C:13]=1[C:15]1[CH:16]=[CH:17][N:18]=[CH:19][CH:20]=1. The catalyst class is: 60. (6) Reactant: [CH3:1][NH:2][CH2:3][C:4]1[S:5][CH:6]=[CH:7][CH:8]=1.[CH3:9][C:10]([CH3:15])([CH3:14])[C:11](Cl)=[O:12].C(O)C(N)(CO)CO. Product: [CH3:9][C:10]([CH3:15])([CH3:14])[C:11]([N:2]([CH3:1])[CH2:3][C:4]1[S:5][CH:6]=[CH:7][CH:8]=1)=[O:12]. The catalyst class is: 2. (7) Reactant: [Cl:1][C:2]1[CH:7]=[CH:6][C:5]([C:8](=[O:10])[CH3:9])=[C:4]([OH:11])[CH:3]=1.CO.[F:14][CH2:15][C:16](=O)[CH3:17].N1CCCC1. Product: [Cl:1][C:2]1[CH:3]=[C:4]2[C:5]([C:8](=[O:10])[CH2:9][C:16]([CH2:15][F:14])([CH3:17])[O:11]2)=[CH:6][CH:7]=1. The catalyst class is: 237. (8) Reactant: [NH:1]1[CH2:5][CH2:4][C@H:3]([O:6][CH2:7][CH2:8][OH:9])[CH2:2]1.C(N(CC)C(C)C)(C)C.[C:19]([O:23][C:24]([NH:26][C@@H:27]([C:31]1[CH:36]=[CH:35][C:34]([O:37][CH2:38][CH2:39][O:40][CH:41]2[CH2:46][CH2:45][CH2:44][CH2:43][O:42]2)=[CH:33][CH:32]=1)[C:28](O)=[O:29])=[O:25])([CH3:22])([CH3:21])[CH3:20].F[B-](F)(F)F.N1(OC(N(C)C)=[N+](C)C)C2C=CC=CC=2N=N1. Product: [C:19]([O:23][C:24](=[O:25])[NH:26][C@@H:27]([C:31]1[CH:36]=[CH:35][C:34]([O:37][CH2:38][CH2:39][O:40][CH:41]2[CH2:46][CH2:45][CH2:44][CH2:43][O:42]2)=[CH:33][CH:32]=1)[C:28]([N:1]1[CH2:5][CH2:4][C@H:3]([O:6][CH2:7][CH2:8][OH:9])[CH2:2]1)=[O:29])([CH3:22])([CH3:20])[CH3:21]. The catalyst class is: 4. (9) Product: [CH3:42][N:43]1[CH2:46][CH2:38][CH2:37][CH:36]([CH2:35][N:1]2[C:5]3[CH:6]=[CH:7][CH:8]=[CH:9][C:4]=3[N:3]=[C:2]2[CH2:10][N:11]2[C@@H:24]3[C@@H:15]([CH2:16][CH2:17][C:18]4[C:23]3=[N:22][CH:21]=[CH:20][CH:19]=4)[CH2:14][CH2:13][CH2:12]2)[CH2:44]1. Reactant: [NH:1]1[C:5]2[CH:6]=[CH:7][CH:8]=[CH:9][C:4]=2[N:3]=[C:2]1[CH2:10][N:11]1[C@@H:24]2[C@@H:15]([CH2:16][CH2:17][C:18]3[C:23]2=[N:22][CH:21]=[CH:20][CH:19]=3)[CH2:14][CH2:13][CH2:12]1.C(=O)([O-])[O-].[K+].[K+].[I-].[K+].Cl.Cl[CH2:35][C:36]1C=CN=[CH:38][CH:37]=1.[CH3:42][N:43]([CH3:46])[CH:44]=O. The catalyst class is: 6.